From a dataset of NCI-60 drug combinations with 297,098 pairs across 59 cell lines. Regression. Given two drug SMILES strings and cell line genomic features, predict the synergy score measuring deviation from expected non-interaction effect. (1) Drug 1: CCC1=C2CN3C(=CC4=C(C3=O)COC(=O)C4(CC)O)C2=NC5=C1C=C(C=C5)O. Drug 2: CC1C(C(CC(O1)OC2CC(CC3=C2C(=C4C(=C3O)C(=O)C5=CC=CC=C5C4=O)O)(C(=O)C)O)N)O. Cell line: MDA-MB-231. Synergy scores: CSS=42.4, Synergy_ZIP=-5.73, Synergy_Bliss=-7.57, Synergy_Loewe=-3.33, Synergy_HSA=-2.25. (2) Drug 1: C1=CC(=CC=C1CC(C(=O)O)N)N(CCCl)CCCl.Cl. Drug 2: C1=NC2=C(N1)C(=S)N=C(N2)N. Cell line: SF-539. Synergy scores: CSS=30.9, Synergy_ZIP=-7.31, Synergy_Bliss=-7.16, Synergy_Loewe=-3.61, Synergy_HSA=-1.43. (3) Drug 1: COC1=C2C(=CC3=C1OC=C3)C=CC(=O)O2. Drug 2: C1CN(P(=O)(OC1)NCCCl)CCCl. Cell line: OVCAR-5. Synergy scores: CSS=-3.32, Synergy_ZIP=2.09, Synergy_Bliss=1.28, Synergy_Loewe=-1.91, Synergy_HSA=-1.78. (4) Drug 1: C1C(C(OC1N2C=C(C(=O)NC2=O)F)CO)O. Drug 2: C1C(C(OC1N2C=NC3=C2NC=NCC3O)CO)O. Cell line: SF-539. Synergy scores: CSS=43.6, Synergy_ZIP=-0.0945, Synergy_Bliss=-2.03, Synergy_Loewe=-42.1, Synergy_HSA=-4.23. (5) Drug 2: C1=NC(=NC(=O)N1C2C(C(C(O2)CO)O)O)N. Cell line: NCIH23. Synergy scores: CSS=11.8, Synergy_ZIP=-0.220, Synergy_Bliss=6.22, Synergy_Loewe=4.07, Synergy_HSA=5.06. Drug 1: CS(=O)(=O)C1=CC(=C(C=C1)C(=O)NC2=CC(=C(C=C2)Cl)C3=CC=CC=N3)Cl. (6) Drug 1: CC1=C(C(=CC=C1)Cl)NC(=O)C2=CN=C(S2)NC3=CC(=NC(=N3)C)N4CCN(CC4)CCO. Synergy scores: CSS=-4.93, Synergy_ZIP=2.80, Synergy_Bliss=-0.484, Synergy_Loewe=-3.44, Synergy_HSA=-5.87. Drug 2: C1CN(P(=O)(OC1)NCCCl)CCCl. Cell line: NCI-H460. (7) Drug 1: CC12CCC(CC1=CCC3C2CCC4(C3CC=C4C5=CN=CC=C5)C)O. Drug 2: CCC(=C(C1=CC=CC=C1)C2=CC=C(C=C2)OCCN(C)C)C3=CC=CC=C3.C(C(=O)O)C(CC(=O)O)(C(=O)O)O. Cell line: SNB-19. Synergy scores: CSS=3.03, Synergy_ZIP=0.950, Synergy_Bliss=0.915, Synergy_Loewe=-0.184, Synergy_HSA=0.486.